This data is from Full USPTO retrosynthesis dataset with 1.9M reactions from patents (1976-2016). The task is: Predict the reactants needed to synthesize the given product. (1) Given the product [CH2:1]([N:3]([C:13]1[CH:18]=[C:17]([O:19][CH3:20])[CH:16]=[CH:15][C:14]=1[CH:21]1[CH2:30][CH2:29][C:28]2[C:23](=[CH:24][CH:25]=[C:26]([O:31][CH3:32])[CH:27]=2)[CH2:22]1)[CH2:4][CH2:5][C:6]1[CH:11]=[CH:10][C:9]([O:12][CH2:35][CH2:36][N:37]2[CH2:41][CH2:40][CH2:39][CH2:38]2)=[CH:8][CH:7]=1)[CH3:2], predict the reactants needed to synthesize it. The reactants are: [CH2:1]([N:3]([C:13]1[CH:18]=[C:17]([O:19][CH3:20])[CH:16]=[CH:15][C:14]=1[CH:21]1[CH2:30][CH2:29][C:28]2[C:23](=[CH:24][CH:25]=[C:26]([O:31][CH3:32])[CH:27]=2)[CH2:22]1)[CH2:4][CH2:5][C:6]1[CH:11]=[CH:10][C:9]([OH:12])=[CH:8][CH:7]=1)[CH3:2].Cl.Cl[CH2:35][CH2:36][N:37]1[CH2:41][CH2:40][CH2:39][CH2:38]1. (2) Given the product [Si:1]([O:18][CH2:19][C:20]1[C:21]([O:30][CH2:31][C:32]2[CH:37]=[CH:36][C:35]([O:38][CH3:39])=[CH:34][CH:33]=2)=[N:22][C:23]([C:40]#[N:41])=[N:24][CH:25]=1)([C:14]([CH3:17])([CH3:16])[CH3:15])([C:8]1[CH:13]=[CH:12][CH:11]=[CH:10][CH:9]=1)[C:2]1[CH:7]=[CH:6][CH:5]=[CH:4][CH:3]=1, predict the reactants needed to synthesize it. The reactants are: [Si:1]([O:18][CH2:19][C:20]1[C:21]([O:30][CH2:31][C:32]2[CH:37]=[CH:36][C:35]([O:38][CH3:39])=[CH:34][CH:33]=2)=[N:22][C:23](S(C)(=O)=O)=[N:24][CH:25]=1)([C:14]([CH3:17])([CH3:16])[CH3:15])([C:8]1[CH:13]=[CH:12][CH:11]=[CH:10][CH:9]=1)[C:2]1[CH:7]=[CH:6][CH:5]=[CH:4][CH:3]=1.[C-:40]#[N:41].[K+]. (3) Given the product [I-:33].[C:14]1([P+:7]([C:1]2[CH:2]=[CH:3][CH:4]=[CH:5][CH:6]=2)([C:8]2[CH:13]=[CH:12][CH:11]=[CH:10][CH:9]=2)[CH2:27][C:28]2[S:29][CH:30]=[CH:31][CH:32]=2)[CH:15]=[CH:16][CH:17]=[CH:18][CH:19]=1, predict the reactants needed to synthesize it. The reactants are: [C:1]1([P:7]([C:14]2[CH:19]=[CH:18][CH:17]=[CH:16][CH:15]=2)[C:8]2[CH:13]=[CH:12][CH:11]=[CH:10][CH:9]=2)[CH:6]=[CH:5][CH:4]=[CH:3][CH:2]=1.C(Cl)(=O)C.CN([CH2:27][C:28]1[S:29][CH:30]=[CH:31][CH:32]=1)C.[I-:33].[Na+].